From a dataset of Forward reaction prediction with 1.9M reactions from USPTO patents (1976-2016). Predict the product of the given reaction. (1) The product is: [Cl:1][C:2]1[CH:3]=[C:4]([NH:9][C:10]2[C:19]3[C:14](=[CH:15][C:16]([O:23][CH2:24][CH:25]([F:27])[F:26])=[C:17]([NH2:20])[CH:18]=3)[N:13]=[CH:12][N:11]=2)[CH:5]=[CH:6][C:7]=1[F:8]. Given the reactants [Cl:1][C:2]1[CH:3]=[C:4]([NH:9][C:10]2[C:19]3[C:14](=[CH:15][C:16]([O:23][CH2:24][CH:25]([F:27])[F:26])=[C:17]([N+:20]([O-])=O)[CH:18]=3)[N:13]=[CH:12][N:11]=2)[CH:5]=[CH:6][C:7]=1[F:8], predict the reaction product. (2) Given the reactants [CH3:1][N:2]1[C:10]2[C:5](=[CH:6][CH:7]=[CH:8][CH:9]=2)[C:4]([C:11]([NH:13][CH:14]([C:16]2[N:21]=[N:20][C:19]([NH:22][C:23]3[CH:28]=[CH:27][C:26]([O:29][CH3:30])=[CH:25][CH:24]=3)=[N:18][CH:17]=2)[CH3:15])=O)=[CH:3]1.N1C=NC=N1.P(Cl)(Cl)(Cl)=O, predict the reaction product. The product is: [CH3:15][C:14]1[N:13]=[C:11]([C:4]2[C:5]3[C:10](=[CH:9][CH:8]=[CH:7][CH:6]=3)[N:2]([CH3:1])[CH:3]=2)[N:21]2[C:16]=1[CH:17]=[N:18][C:19]([NH:22][C:23]1[CH:28]=[CH:27][C:26]([O:29][CH3:30])=[CH:25][CH:24]=1)=[N:20]2. (3) Given the reactants C(O)(=O)C.C[O:6][C:7]([CH:9]1[CH2:14][CH2:13][CH:12]([NH2:15])[CH2:11][CH:10]1[OH:16])=O, predict the reaction product. The product is: [OH:16][CH:10]1[CH2:11][CH:12]2[CH2:13][CH2:14][CH:9]1[C:7](=[O:6])[NH:15]2. (4) The product is: [CH:7]1[CH:8]=[CH:9][C:10]2[N:11]([C:30]([NH2:31])=[O:29])[C:12]3[CH:13]=[CH:14][CH:15]=[CH:16][C:17]=3[C:3](=[O:2])[CH2:4][C:5]=2[CH:6]=1. Given the reactants C[O:2][C:3]1[C:17]2[C:12](=[CH:13][CH:14]=[CH:15][CH:16]=2)[NH:11][C:10]2[C:5](=[CH:6][CH:7]=[CH:8][CH:9]=2)[CH:4]=1.ClC1C=C(Cl)C=CC=1C(O)=O.[O-:29][C:30]#[N:31].[Na+], predict the reaction product. (5) The product is: [C:3]([O:7][C:8](=[O:21])[NH:9][C@H:10]([CH2:19][OH:20])[CH2:11][C:12]1[CH:13]=[CH:14][C:15]([O:18][C:23]2[N:28]=[CH:27][CH:26]=[CH:25][N:24]=2)=[CH:16][CH:17]=1)([CH3:5])([CH3:4])[CH3:6]. Given the reactants [OH-].[K+].[C:3]([O:7][C:8](=[O:21])[NH:9][C@H:10]([CH2:19][OH:20])[CH2:11][C:12]1[CH:17]=[CH:16][C:15]([OH:18])=[CH:14][CH:13]=1)([CH3:6])([CH3:5])[CH3:4].Cl[C:23]1[N:28]=[CH:27][CH:26]=[CH:25][N:24]=1.C(=O)([O-])O.[Na+], predict the reaction product. (6) The product is: [C:1]([NH:12][CH2:13][CH2:14][C:15]([NH:17][C:18]1[CH:19]=[C:20]([C:24]2[CH:29]=[C:28]([C:30]3[CH:35]=[CH:34][C:33]([Cl:36])=[CH:32][C:31]=3[OH:37])[N:27]=[C:26]([NH:38][C:39]([C:41]3[S:42][CH:43]=[CH:44][CH:45]=3)=[O:40])[C:25]=2[C:46]#[N:47])[CH:21]=[CH:22][CH:23]=1)=[O:16])(=[O:3])[CH3:2]. Given the reactants [C:1](O)(=[O:3])[CH3:2].FC(F)(F)C(O)=O.[NH2:12][CH2:13][CH2:14][C:15]([NH:17][C:18]1[CH:19]=[C:20]([C:24]2[CH:29]=[C:28]([C:30]3[CH:35]=[CH:34][C:33]([Cl:36])=[CH:32][C:31]=3[OH:37])[N:27]=[C:26]([NH:38][C:39]([C:41]3[S:42][CH:43]=[CH:44][CH:45]=3)=[O:40])[C:25]=2[C:46]#[N:47])[CH:21]=[CH:22][CH:23]=1)=[O:16].C(N(CC)CC)C, predict the reaction product. (7) Given the reactants O1CCCC1.[NH2:6][C:7]1[C:12]([C:13]2[O:17][N:16]=[C:15]([CH2:18][C:19]3[CH:24]=[CH:23][C:22]([OH:25])=[CH:21][CH:20]=3)[CH:14]=2)=[CH:11][CH:10]=[C:9]([NH2:26])[N:8]=1.[OH-].[Na+].Cl[CH2:30][C:31]1[CH:36]=[CH:35][CH:34]=[C:33]([F:37])[N:32]=1, predict the reaction product. The product is: [F:37][C:33]1[N:32]=[C:31]([CH2:30][O:25][C:22]2[CH:23]=[CH:24][C:19]([CH2:18][C:15]3[CH:14]=[C:13]([C:12]4[C:7]([NH2:6])=[N:8][C:9]([NH2:26])=[CH:10][CH:11]=4)[O:17][N:16]=3)=[CH:20][CH:21]=2)[CH:36]=[CH:35][CH:34]=1. (8) Given the reactants [Cl:1][C:2]1[C:3](Cl)=[N:4][CH:5]=[C:6]([CH:12]=1)[C:7]([O:9][CH2:10][CH3:11])=[O:8].[NH2:14][C@@H:15]1[CH2:19][CH2:18][N:17]([C:20]([O:22][C:23]([CH3:26])([CH3:25])[CH3:24])=[O:21])[CH2:16]1.C([O-])([O-])=O.[K+].[K+].CCOC(C)=O, predict the reaction product. The product is: [C:23]([O:22][C:20]([N:17]1[CH2:18][CH2:19][C@@H:15]([NH:14][C:3]2[C:2]([Cl:1])=[CH:12][C:6]([C:7]([O:9][CH2:10][CH3:11])=[O:8])=[CH:5][N:4]=2)[CH2:16]1)=[O:21])([CH3:26])([CH3:24])[CH3:25].